Dataset: NCI-60 drug combinations with 297,098 pairs across 59 cell lines. Task: Regression. Given two drug SMILES strings and cell line genomic features, predict the synergy score measuring deviation from expected non-interaction effect. (1) Drug 1: CN1C(=O)N2C=NC(=C2N=N1)C(=O)N. Drug 2: CN(CCCl)CCCl.Cl. Cell line: UO-31. Synergy scores: CSS=-11.5, Synergy_ZIP=-12.8, Synergy_Bliss=-26.5, Synergy_Loewe=-39.9, Synergy_HSA=-35.7. (2) Drug 1: CN(C)C1=NC(=NC(=N1)N(C)C)N(C)C. Drug 2: C#CCC(CC1=CN=C2C(=N1)C(=NC(=N2)N)N)C3=CC=C(C=C3)C(=O)NC(CCC(=O)O)C(=O)O. Cell line: HOP-62. Synergy scores: CSS=4.20, Synergy_ZIP=5.22, Synergy_Bliss=8.18, Synergy_Loewe=4.19, Synergy_HSA=3.34.